Dataset: Full USPTO retrosynthesis dataset with 1.9M reactions from patents (1976-2016). Task: Predict the reactants needed to synthesize the given product. (1) Given the product [CH2:1]([NH:3][C:4](=[O:5])[O-:6])[CH3:2].[CH2:22]([O:7][C:8]1[C:9]([Cl:21])=[CH:10][C:11]2[CH:12]([CH3:20])[CH:13]3[CH2:17][NH:16][CH2:15][CH:14]3[C:18]=2[CH:19]=1)[C:23]1[CH:28]=[CH:27][CH:26]=[CH:25][CH:24]=1, predict the reactants needed to synthesize it. The reactants are: [CH2:1]([NH:3][C:4](=[O:6])[O-:5])[CH3:2].[OH:7][C:8]1[C:9]([Cl:21])=[CH:10][C:11]2[CH:12]([CH3:20])[CH:13]3[CH2:17][NH:16][CH2:15][CH:14]3[C:18]=2[CH:19]=1.[CH2:22](Br)[C:23]1[CH:28]=[CH:27][CH:26]=[CH:25][CH:24]=1. (2) Given the product [F:1][C:2]1[CH:3]=[C:4]([NH:5][C:6]2[C:7]([NH2:12])=[CH:8][CH:9]=[CH:10][CH:11]=2)[CH:15]=[CH:16][C:17]=1[F:18], predict the reactants needed to synthesize it. The reactants are: [F:1][C:2]1[CH:3]=[C:4]([CH:15]=[CH:16][C:17]=1[F:18])[NH:5][C:6]1[CH:11]=[CH:10][CH:9]=[CH:8][C:7]=1[N+:12]([O-])=O. (3) Given the product [O:26]=[C:14]1[CH2:15][NH:16][CH2:17][CH2:18][N:13]1[C:8]1[CH:7]=[CH:6][C:5]2[C:10](=[CH:11][CH:12]=[C:3]([C:1]#[N:2])[CH:4]=2)[N:9]=1, predict the reactants needed to synthesize it. The reactants are: [C:1]([C:3]1[CH:4]=[C:5]2[C:10](=[CH:11][CH:12]=1)[N:9]=[C:8]([N:13]1[CH2:18][CH2:17][N:16](C(OC(C)(C)C)=O)[CH2:15][C:14]1=[O:26])[CH:7]=[CH:6]2)#[N:2].C(O)(C(F)(F)F)=O. (4) Given the product [Cl:1][C:2]1[CH:7]=[CH:6][N:5]=[C:4]2[CH:8]=[C:9]([C:11]([N:30]3[CH2:31][CH2:32][C@H:28]([N:27]([CH3:33])[CH3:26])[CH2:29]3)=[O:13])[S:10][C:3]=12, predict the reactants needed to synthesize it. The reactants are: [Cl:1][C:2]1[CH:7]=[CH:6][N:5]=[C:4]2[CH:8]=[C:9]([C:11]([OH:13])=O)[S:10][C:3]=12.Cl.C1C=CC2N(O)N=NC=2C=1.O.[CH3:26][N:27]([CH3:33])[C@H:28]1[CH2:32][CH2:31][NH:30][CH2:29]1.